From a dataset of Full USPTO retrosynthesis dataset with 1.9M reactions from patents (1976-2016). Predict the reactants needed to synthesize the given product. (1) Given the product [Cl:12][C:7]1[CH:6]=[C:5]([S:2][CH3:1])[CH:10]=[CH:9][C:8]=1[I:11], predict the reactants needed to synthesize it. The reactants are: [CH3:1][S-:2].[Na+].F[C:5]1[CH:10]=[CH:9][C:8]([I:11])=[C:7]([Cl:12])[CH:6]=1. (2) Given the product [CH3:41][O:40][C:37]1[CH:36]=[CH:35][C:34]([CH2:33][N:23]([CH2:24][C:25]2[CH:26]=[CH:27][C:28]([O:31][CH3:32])=[CH:29][CH:30]=2)[C:20]2[N:21]=[CH:22][C:17]([C:16]3[C:11]4[CH2:10][CH2:9][NH:8][C:12]=4[N:13]=[C:14]([N:42]4[CH2:47][CH2:46][O:45][CH2:44][CH2:43]4)[N:15]=3)=[CH:18][N:19]=2)=[CH:39][CH:38]=1, predict the reactants needed to synthesize it. The reactants are: BrC1C=CC([N:8]2[C:12]3[N:13]=[C:14]([N:42]4[CH2:47][CH2:46][O:45][CH2:44][CH2:43]4)[N:15]=[C:16]([C:17]4[CH:18]=[N:19][C:20]([N:23]([CH2:33][C:34]5[CH:39]=[CH:38][C:37]([O:40][CH3:41])=[CH:36][CH:35]=5)[CH2:24][C:25]5[CH:30]=[CH:29][C:28]([O:31][CH3:32])=[CH:27][CH:26]=5)=[N:21][CH:22]=4)[C:11]=3[CH2:10][CH2:9]2)=NC=1.FC1N=CC(N2C3N=C(N4CCOCC4)N=C(C4C=NC(N(CC5C=CC(OC)=CC=5)CC5C=CC(OC)=CC=5)=NC=4)C=3CC2)=CC=1. (3) Given the product [Cl:9][C:7]1[CH:6]=[CH:5][C:4]([S:10]([CH2:13][CH3:14])(=[O:12])=[O:11])=[C:3]([CH2:2][N:24]2[CH:23]=[CH:22][C:21]3[C:26](=[CH:27][C:18]([O:17][C:16]([F:30])([F:15])[F:29])=[CH:19][CH:20]=3)[C:25]2=[O:28])[CH:8]=1, predict the reactants needed to synthesize it. The reactants are: Br[CH2:2][C:3]1[CH:8]=[C:7]([Cl:9])[CH:6]=[CH:5][C:4]=1[S:10]([CH2:13][CH3:14])(=[O:12])=[O:11].[F:15][C:16]([F:30])([F:29])[O:17][C:18]1[CH:27]=[C:26]2[C:21]([CH:22]=[CH:23][NH:24][C:25]2=[O:28])=[CH:20][CH:19]=1. (4) Given the product [O:14]=[C:5]1[C:6]2[C:11](=[CH:10][CH:9]=[CH:8][CH:7]=2)[C:12](=[O:13])[N:4]1[CH2:3][CH2:2][P:15](=[O:20])([O:18][CH3:19])[O:16][CH3:17], predict the reactants needed to synthesize it. The reactants are: Br[CH2:2][CH2:3][N:4]1[C:12](=[O:13])[C:11]2[C:6](=[CH:7][CH:8]=[CH:9][CH:10]=2)[C:5]1=[O:14].[P:15]([O:20]C)([O:18][CH3:19])[O:16][CH3:17]. (5) Given the product [C:12]1([CH2:11][CH2:10][C:9](=[O:18])[CH2:8][CH2:7][C:1]2[CH:2]=[CH:3][CH:4]=[CH:5][CH:6]=2)[CH:17]=[CH:16][CH:15]=[CH:14][CH:13]=1, predict the reactants needed to synthesize it. The reactants are: [C:1]1([CH:7]=[CH:8][C:9](=[O:18])[CH:10]=[CH:11][C:12]2[CH:17]=[CH:16][CH:15]=[CH:14][CH:13]=2)[CH:6]=[CH:5][CH:4]=[CH:3][CH:2]=1. (6) The reactants are: C(N(CC)CC)C.[F:8][C:9]1[CH:17]=[C:16]2[C:12]([C:13]([CH:25]=[O:26])=[CH:14][N:15]2C(OC(C)(C)C)=O)=[CH:11][CH:10]=1.[CH3:27][O:28][C:29]1[CH:30]=[C:31]([CH:42]=[CH:43][CH:44]=1)[N:32]=[CH:33][C:34]1[CH:35]=[N:36][C:37]([O:40][CH3:41])=[CH:38][CH:39]=1. Given the product [F:8][C:9]1[CH:17]=[C:16]2[C:12]([C:13]([C:25](=[O:26])[CH:33]([NH:32][C:31]3[CH:42]=[CH:43][CH:44]=[C:29]([O:28][CH3:27])[CH:30]=3)[C:34]3[CH:35]=[N:36][C:37]([O:40][CH3:41])=[CH:38][CH:39]=3)=[CH:14][NH:15]2)=[CH:11][CH:10]=1, predict the reactants needed to synthesize it. (7) Given the product [F:25][C:26]1[CH:33]=[CH:32][C:29]([CH2:30][NH:11][C@H:12]2[CH:20]3[CH:15]4[CH2:16][CH:17]5[CH:19]3[CH:18]5[CH:14]4[C@H:13]2[C:21]([O:23][CH3:24])=[O:22])=[CH:28][CH:27]=1, predict the reactants needed to synthesize it. The reactants are: C(OC([NH:11][C@H:12]1[CH:20]2[CH:15]3[CH2:16][CH:17]4[CH:19]2[CH:18]4[CH:14]3[C@H:13]1[C:21]([O:23][CH3:24])=[O:22])=O)C1C=CC=CC=1.[F:25][C:26]1[CH:33]=[CH:32][C:29]([CH:30]=O)=[CH:28][CH:27]=1.C(O)(=O)C.C([BH3-])#N.[Na+].